This data is from Reaction yield outcomes from USPTO patents with 853,638 reactions. The task is: Predict the reaction yield, written as a fraction of the theoretical maximum amount of product (1.0 means a 100% yield; for example, 0.34 means a 34% yield). The reactants are [Br:1][C:2]1[C:10]2[C:9](=[O:11])[NH:8][N:7]=[CH:6][C:5]=2[S:4][CH:3]=1.[F:12][C:13]1[CH:18]=[CH:17][N:16]2[CH:19]=[C:20]([CH2:22][CH2:23]O)[N:21]=[C:15]2[CH:14]=1.C1C=CC(P(C2C=CC=CC=2)C2C=CC=CC=2)=CC=1.CCOC(/N=N/C(OCC)=O)=O. The catalyst is C1COCC1. The product is [Br:1][C:2]1[C:10]2[C:9](=[O:11])[N:8]([CH2:23][CH2:22][C:20]3[N:21]=[C:15]4[CH:14]=[C:13]([F:12])[CH:18]=[CH:17][N:16]4[CH:19]=3)[N:7]=[CH:6][C:5]=2[S:4][CH:3]=1. The yield is 0.177.